From a dataset of Full USPTO retrosynthesis dataset with 1.9M reactions from patents (1976-2016). Predict the reactants needed to synthesize the given product. (1) Given the product [Br:1][C:2]1[CH:3]=[C:4]([CH:8]=[CH:9][C:10]=1[C:11]([N:13]1[CH2:17][CH2:16][CH2:15][CH2:14]1)=[O:12])[C:5]([NH:62][C@H:57]([C:55]1[NH:54][C:53]2[CH:63]=[CH:64][C:50]([Cl:49])=[CH:51][C:52]=2[N:56]=1)[CH2:58][CH2:59][S:60][CH3:61])=[O:7], predict the reactants needed to synthesize it. The reactants are: [Br:1][C:2]1[CH:3]=[C:4]([CH:8]=[CH:9][C:10]=1[C:11]([N:13]1[CH2:17][CH2:16][CH2:15][CH2:14]1)=[O:12])[C:5]([OH:7])=O.CN(C(ON1N=NC2C=CC=CC1=2)=[N+](C)C)C.[B-](F)(F)(F)F.C(N(C(C)C)CC)(C)C.[Cl:49][C:50]1[CH:64]=[CH:63][C:53]2[NH:54][C:55]([C@@H:57]([NH2:62])[CH2:58][CH2:59][S:60][CH3:61])=[N:56][C:52]=2[CH:51]=1.BrCl. (2) Given the product [I:1][C:2]1[C:10]2[C:5](=[CH:6][C:7]([CH3:11])=[CH:8][CH:9]=2)[N:4]([CH2:14][CH2:15][CH2:16][N:17]([CH3:19])[CH3:18])[N:3]=1, predict the reactants needed to synthesize it. The reactants are: [I:1][C:2]1[C:10]2[C:5](=[CH:6][C:7]([CH3:11])=[CH:8][CH:9]=2)[NH:4][N:3]=1.Cl.Cl[CH2:14][CH2:15][CH2:16][N:17]([CH3:19])[CH3:18].C(=O)([O-])[O-].[K+].[K+].CN(C=O)C. (3) Given the product [OH:33][CH:31]([CH3:32])[CH2:30][NH:29][C:11]([C:9]1[CH:10]=[C:5]2[N:4]=[C:3]([NH:14][C:15]3[S:16][C:17]4[CH:23]=[C:22]([O:24][C:25]([F:26])([F:28])[F:27])[CH:21]=[CH:20][C:18]=4[N:19]=3)[N:2]([CH3:1])[C:6]2=[N:7][CH:8]=1)=[O:12], predict the reactants needed to synthesize it. The reactants are: [CH3:1][N:2]1[C:6]2=[N:7][CH:8]=[C:9]([C:11](O)=[O:12])[CH:10]=[C:5]2[N:4]=[C:3]1[NH:14][C:15]1[S:16][C:17]2[CH:23]=[C:22]([O:24][C:25]([F:28])([F:27])[F:26])[CH:21]=[CH:20][C:18]=2[N:19]=1.[NH2:29][CH2:30][CH:31]([OH:33])[CH3:32].CN(C(ON1N=NC2C=CC=CC1=2)=[N+](C)C)C.F[P-](F)(F)(F)(F)F.CCN(C(C)C)C(C)C. (4) Given the product [F:15][C:12]1[CH:13]=[CH:14][C:9]([O:8][CH2:7][CH2:6][N:5]2[C:3]([OH:4])=[C:2]([C:16]([NH2:18])=[O:17])[N:1]=[CH:19]2)=[CH:10][CH:11]=1, predict the reactants needed to synthesize it. The reactants are: [NH2:1][CH:2]([C:16]([NH2:18])=[O:17])[C:3]([NH:5][CH2:6][CH2:7][O:8][C:9]1[CH:14]=[CH:13][C:12]([F:15])=[CH:11][CH:10]=1)=[O:4].[CH:19]([O-])([O-])OCC.C1(C)C=CC(S(O)(=O)=O)=CC=1. (5) Given the product [OH:29][C:8]([CH3:28])([CH2:7][OH:6])[C:9]#[C:10][C:11]1[CH:12]=[CH:13][C:14]2[O:23][CH2:22][CH2:21][N:20]3[C:16](=[N:17][C:18]([C:24]([NH2:26])=[O:25])=[CH:19]3)[C:15]=2[CH:27]=1, predict the reactants needed to synthesize it. The reactants are: C([Si](C)(C)[O:6][CH2:7][C:8]([OH:29])([CH3:28])[C:9]#[C:10][C:11]1[CH:12]=[CH:13][C:14]2[O:23][CH2:22][CH2:21][N:20]3[C:16](=[N:17][C:18]([C:24]([NH2:26])=[O:25])=[CH:19]3)[C:15]=2[CH:27]=1)(C)(C)C.CCCC[N+](CCCC)(CCCC)CCCC.[F-]. (6) Given the product [CH3:40][O:39][C:37]([C:36]1[CH:41]=[CH:42][C:33]([C:31]([NH:15][CH2:14][C:4]2[CH:5]=[CH:6][C:7]([C:8]([OH:10])=[O:9])=[CH:11][CH:12]=2)=[O:32])=[CH:34][CH:35]=1)=[O:38], predict the reactants needed to synthesize it. The reactants are: NCN[C:4]1[CH:12]=[CH:11][C:7]([C:8]([OH:10])=[O:9])=[CH:6][CH:5]=1.C[CH2:14][N:15](C(C)C)C(C)C.C([Si](C)(C)Cl)CCC.Cl[C:31]([C:33]1[CH:42]=[CH:41][C:36]([C:37]([O:39][CH3:40])=[O:38])=[CH:35][CH:34]=1)=[O:32]. (7) Given the product [Si:19]([O:1][C:2]1[CH:9]=[CH:8][C:5]([CH:6]=[O:7])=[CH:4][CH:3]=1)([C:15]([CH3:18])([CH3:17])[CH3:16])([CH3:21])[CH3:20], predict the reactants needed to synthesize it. The reactants are: [OH:1][C:2]1[CH:9]=[CH:8][C:5]([CH:6]=[O:7])=[CH:4][CH:3]=1.N1C=CN=C1.[C:15]([Si:19](Cl)([CH3:21])[CH3:20])([CH3:18])([CH3:17])[CH3:16].O. (8) Given the product [O:24]=[C:23]1[C@H:16]2[C@H:21]([CH2:20][CH2:19][CH2:18][CH2:17]2)[N:22]1[C:9]([O:11][C:12]([CH3:13])([CH3:14])[CH3:15])=[O:10], predict the reactants needed to synthesize it. The reactants are: [C:9](O[C:9]([O:11][C:12]([CH3:15])([CH3:14])[CH3:13])=[O:10])([O:11][C:12]([CH3:15])([CH3:14])[CH3:13])=[O:10].[C@H:16]12[C:23](=[O:24])[NH:22][C@H:21]1[CH2:20][CH2:19][CH2:18][CH2:17]2. (9) Given the product [CH2:1]([O:5][C:6]([C:8]1[N:9]=[C:10]([O:28][C:24]2[CH:25]=[CH:26][CH:27]=[C:22]([O:21][CH3:20])[CH:23]=2)[C:11]2[C:16]([C:17]=1[OH:18])=[CH:15][CH:14]=[CH:13][CH:12]=2)=[O:7])[CH2:2][CH2:3][CH3:4], predict the reactants needed to synthesize it. The reactants are: [CH2:1]([O:5][C:6]([C:8]1[N:9]=[C:10](Cl)[C:11]2[C:16]([C:17]=1[OH:18])=[CH:15][CH:14]=[CH:13][CH:12]=2)=[O:7])[CH2:2][CH2:3][CH3:4].[CH3:20][O:21][C:22]1[CH:23]=[C:24]([OH:28])[CH:25]=[CH:26][CH:27]=1. (10) Given the product [Cl:1][C:2]1[N:10]=[C:9]2[C:5]([N:6]=[C:7]([CH2:12][CH2:13][N:24]3[CH2:25][C:22]([CH3:21])([OH:26])[CH2:23]3)[N:8]2[CH3:11])=[C:4]([N:15]2[CH2:20][CH2:19][O:18][CH2:17][CH2:16]2)[N:3]=1, predict the reactants needed to synthesize it. The reactants are: [Cl:1][C:2]1[N:10]=[C:9]2[C:5]([N:6]=[C:7]([CH2:12][CH:13]=O)[N:8]2[CH3:11])=[C:4]([N:15]2[CH2:20][CH2:19][O:18][CH2:17][CH2:16]2)[N:3]=1.[CH3:21][C:22]1([OH:26])[CH2:25][NH:24][CH2:23]1.C(O[BH-](OC(=O)C)OC(=O)C)(=O)C.[Na+].